This data is from Catalyst prediction with 721,799 reactions and 888 catalyst types from USPTO. The task is: Predict which catalyst facilitates the given reaction. (1) Reactant: CO[C:3](=[O:14])[C:4]1[CH:9]=[CH:8][CH:7]=[C:6]([N+:10]([O-:12])=[O:11])[C:5]=1Cl.C([O-])([O-])=O.[Na+].[Na+].[CH3:21][NH:22][CH2:23][CH2:24][NH:25][CH3:26]. Product: [CH3:21][N:22]1[C:5]2[C:6]([N+:10]([O-:12])=[O:11])=[CH:7][CH:8]=[CH:9][C:4]=2[C:3](=[O:14])[N:25]([CH3:26])[CH2:24][CH2:23]1. The catalyst class is: 729. (2) Reactant: [Cl:1][C:2]1[CH:11]=[C:10]2[C:5]([C:6]([N:12]3[CH2:17][CH2:16][N:15]([C:18]([NH:20][CH:21]4[CH2:27][CH2:26][CH2:25][CH2:24][CH:23]([OH:28])[CH2:22]4)=[O:19])[CH2:14][CH2:13]3)=[CH:7][CH:8]=[N:9]2)=[CH:4][CH:3]=1.[H-].[Na+].[F:31][C:32]1[CH:39]=[CH:38][C:35]([CH2:36]Br)=[CH:34][CH:33]=1. Product: [Cl:1][C:2]1[CH:11]=[C:10]2[C:5]([C:6]([N:12]3[CH2:17][CH2:16][N:15]([C:18]([NH:20][CH:21]4[CH2:27][CH2:26][CH2:25][CH2:24][CH:23]([O:28][CH2:36][C:35]5[CH:38]=[CH:39][C:32]([F:31])=[CH:33][CH:34]=5)[CH2:22]4)=[O:19])[CH2:14][CH2:13]3)=[CH:7][CH:8]=[N:9]2)=[CH:4][CH:3]=1. The catalyst class is: 61. (3) Reactant: CC(=O)CC.[OH:6][C:7]1[C:16]([CH2:17][CH2:18][CH3:19])=[C:15]2[C:10]([C:11]([C:21]([F:24])([F:23])[F:22])=[CH:12][C:13](=[O:20])[O:14]2)=[CH:9][CH:8]=1.Br[CH2:26][CH2:27][CH2:28][CH2:29][N:30]1[C:34](=[O:35])[C:33]([CH3:37])([CH3:36])[N:32]([CH3:38])[C:31]1=[O:39].C(=O)([O-])[O-].[K+].[K+]. Product: [CH3:38][N:32]1[C:33]([CH3:37])([CH3:36])[C:34](=[O:35])[N:30]([CH2:29][CH2:28][CH2:27][CH2:26][O:6][C:7]2[C:16]([CH2:17][CH2:18][CH3:19])=[C:15]3[C:10]([C:11]([C:21]([F:24])([F:22])[F:23])=[CH:12][C:13](=[O:20])[O:14]3)=[CH:9][CH:8]=2)[C:31]1=[O:39]. The catalyst class is: 6.